Dataset: Forward reaction prediction with 1.9M reactions from USPTO patents (1976-2016). Task: Predict the product of the given reaction. (1) The product is: [Cl:1][C:2]1[CH:3]=[C:4]([C:13]2[O:14][C:15]3[CH:21]=[C:20]([O:22][CH2:23][C@@H:24]([NH:26][C:27](=[O:28])[CH3:35])[CH3:25])[CH:19]=[CH:18][C:16]=3[N:17]=2)[CH:5]=[CH:6][C:7]=1[O:8][CH2:9][CH:10]1[CH2:11][CH2:12]1. Given the reactants [Cl:1][C:2]1[CH:3]=[C:4]([C:13]2[O:14][C:15]3[CH:21]=[C:20]([O:22][CH2:23][C@@H:24]([NH:26][C:27](=O)[O:28]C(C)(C)C)[CH3:25])[CH:19]=[CH:18][C:16]=3[N:17]=2)[CH:5]=[CH:6][C:7]=1[O:8][CH2:9][CH:10]1[CH2:12][CH2:11]1.Cl.[C:35](OCC)(=O)C, predict the reaction product. (2) Given the reactants [Br:1][C:2]1[N:3]=[C:4]([C:9]2[CH:14]=[CH:13][C:12]([Cl:15])=[CH:11][CH:10]=2)[C:5]([NH2:8])=[N:6][CH:7]=1.[H-].[Na+].Br[CH2:19][CH2:20][CH2:21][CH2:22][CH2:23]Cl, predict the reaction product. The product is: [Br:1][C:2]1[N:3]=[C:4]([C:9]2[CH:10]=[CH:11][C:12]([Cl:15])=[CH:13][CH:14]=2)[C:5]([N:8]2[CH2:23][CH2:22][CH2:21][CH2:20][CH2:19]2)=[N:6][CH:7]=1. (3) Given the reactants [Cl:1][C:2]1[CH:10]=[CH:9][C:5]([C:6](Cl)=[O:7])=[CH:4][CH:3]=1.[Cl-].[Al+3].[Cl-].[Cl-].[CH3:15][N:16]1[C:20]([CH2:21][C:22]#[N:23])=[CH:19][CH:18]=[CH:17]1.Cl, predict the reaction product. The product is: [Cl:1][C:2]1[CH:10]=[CH:9][C:5]([C:6]([C:17]2[N:16]([CH3:15])[C:20]([CH2:21][C:22]#[N:23])=[CH:19][CH:18]=2)=[O:7])=[CH:4][CH:3]=1. (4) The product is: [OH:1][C:2]12[CH2:11][CH:6]3[CH2:7][CH:8]([CH2:10][C:4]([NH:12][C:13](=[O:14])[O:15][C:16]([CH3:19])([CH3:18])[CH3:17])([CH2:5]3)[CH2:3]1)[CH2:9]2. Given the reactants [OH:1][C:2]12[CH2:11][CH:6]3[CH2:7][CH:8]([CH2:10][C:4]([NH2:12])([CH2:5]3)[CH2:3]1)[CH2:9]2.[C:13](O[C:13]([O:15][C:16]([CH3:19])([CH3:18])[CH3:17])=[O:14])([O:15][C:16]([CH3:19])([CH3:18])[CH3:17])=[O:14], predict the reaction product.